From a dataset of Full USPTO retrosynthesis dataset with 1.9M reactions from patents (1976-2016). Predict the reactants needed to synthesize the given product. (1) Given the product [CH3:7][C:8]([CH3:18])([CH2:11][C:12]1[CH:17]=[CH:16][CH:15]=[CH:14][CH:13]=1)[CH:9]=[O:10], predict the reactants needed to synthesize it. The reactants are: C(Cl)(=O)C(Cl)=O.[CH3:7][C:8]([CH3:18])([CH2:11][C:12]1[CH:17]=[CH:16][CH:15]=[CH:14][CH:13]=1)[CH2:9][OH:10].C(N(CC)CC)C. (2) Given the product [F:24][C:21]1[CH:22]=[CH:23][C:18]([CH2:17][C:15]2[NH:16][C:12]([C:10]3[C:9]([OH:25])=[C:8]4[C:3]([CH:4]=[CH:5][CH:6]=[N:7]4)=[C:2]([N:26]4[CH2:31][CH2:30][O:29][CH2:28][CH2:27]4)[N:11]=3)=[N:13][N:14]=2)=[CH:19][CH:20]=1, predict the reactants needed to synthesize it. The reactants are: Br[C:2]1[N:11]=[C:10]([C:12]2[NH:16][C:15]([CH2:17][C:18]3[CH:23]=[CH:22][C:21]([F:24])=[CH:20][CH:19]=3)=[N:14][N:13]=2)[C:9]([OH:25])=[C:8]2[C:3]=1[CH:4]=[CH:5][CH:6]=[N:7]2.[NH:26]1[CH2:31][CH2:30][O:29][CH2:28][CH2:27]1. (3) Given the product [F:27][C:2]([F:28])([F:1])[C:3]1[N:7]=[C:6]([C:8]2[C:9]3[CH2:26][CH2:25][CH2:24][C:10]=3[S:11][C:12]=2[NH:13][C:14]([C:16]2[CH2:20][CH2:19][CH2:29][CH2:18][C:17]=2[C:21]([OH:23])=[O:22])=[O:15])[O:5][N:4]=1, predict the reactants needed to synthesize it. The reactants are: [F:1][C:2]([F:28])([F:27])[C:3]1[N:7]=[C:6]([C:8]2[C:9]3[CH2:26][CH2:25][CH2:24][C:10]=3[S:11][C:12]=2[NH:13][C:14]([C:16]2[CH2:20][CH2:19][CH2:18][C:17]=2[C:21]([OH:23])=[O:22])=[O:15])[O:5][N:4]=1.[C:29]12C(=O)OC(=O)C=1CCCC2. (4) The reactants are: Br[C:2]1[CH:7]=[CH:6][CH:5]=[C:4]([F:8])[C:3]=1[C:9]1[CH:14]=[CH:13][CH:12]=[C:11]([CH2:15][CH3:16])[CH:10]=1.[Li]C(C)(C)C.[CH3:22][O:23][CH2:24][CH2:25][CH2:26][CH2:27][C:28]([CH:30]1[CH2:35][CH2:34][N:33]([C:36]([O:38][CH2:39][C:40]2[CH:45]=[CH:44][CH:43]=[CH:42][CH:41]=2)=[O:37])[CH2:32][CH2:31]1)=[O:29]. Given the product [CH2:15]([C:11]1[CH:10]=[C:9]([C:3]2[C:4]([F:8])=[CH:5][CH:6]=[CH:7][C:2]=2[C:28]([CH:30]2[CH2:35][CH2:34][N:33]([C:36]([O:38][CH2:39][C:40]3[CH:41]=[CH:42][CH:43]=[CH:44][CH:45]=3)=[O:37])[CH2:32][CH2:31]2)([OH:29])[CH2:27][CH2:26][CH2:25][CH2:24][O:23][CH3:22])[CH:14]=[CH:13][CH:12]=1)[CH3:16], predict the reactants needed to synthesize it. (5) Given the product [Cl:1][C:2]1[CH:3]=[C:4]([C:9]2[N:13]([CH2:14][C:15]3[CH:23]=[CH:22][C:18]([C:19]([NH:45][C:37]4[NH:38][N:35]=[N:34][N:33]=4)=[O:20])=[CH:17][CH:16]=3)[N:12]=[C:11]([C:24]3[CH:25]=[CH:26][C:27]([O:30][CH3:31])=[CH:28][CH:29]=3)[CH:10]=2)[CH:5]=[C:6]([Cl:8])[CH:7]=1, predict the reactants needed to synthesize it. The reactants are: [Cl:1][C:2]1[CH:3]=[C:4]([C:9]2[N:13]([CH2:14][C:15]3[CH:23]=[CH:22][C:18]([C:19](O)=[O:20])=[CH:17][CH:16]=3)[N:12]=[C:11]([C:24]3[CH:29]=[CH:28][C:27]([O:30][CH3:31])=[CH:26][CH:25]=3)[CH:10]=2)[CH:5]=[C:6]([Cl:8])[CH:7]=1.O[N:33]1[C:37]2[N:38]=CC=CC=2[N:35]=[N:34]1.C([N:45](C(C)C)CC)(C)C.Cl.CN(C)CCCN=C=NCC.NC1NN=NN=1.F[P-](F)(F)(F)(F)F.Br[P+](N1CCCC1)(N1CCCC1)N1CCCC1.